From a dataset of Full USPTO retrosynthesis dataset with 1.9M reactions from patents (1976-2016). Predict the reactants needed to synthesize the given product. (1) Given the product [CH:15]([O:19][C:4]1[CH:11]=[CH:10][CH:9]=[C:8]([N+:12]([O-:14])=[O:13])[C:5]=1[C:6]#[N:7])([CH2:17][CH3:18])[CH3:16], predict the reactants needed to synthesize it. The reactants are: [N+]([C:4]1[CH:11]=[CH:10][CH:9]=[C:8]([N+:12]([O-:14])=[O:13])[C:5]=1[C:6]#[N:7])([O-])=O.[CH:15]([OH:19])([CH2:17][CH3:18])[CH3:16]. (2) Given the product [CH:6]1([C@H:12]([NH:14][CH:1]=[O:2])[CH3:13])[CH2:11][CH2:10][CH2:9][CH2:8][CH2:7]1, predict the reactants needed to synthesize it. The reactants are: [CH:1](OCC)=[O:2].[CH:6]1([C@H:12]([NH2:14])[CH3:13])[CH2:11][CH2:10][CH2:9][CH2:8][CH2:7]1.